Regression. Given a peptide amino acid sequence and an MHC pseudo amino acid sequence, predict their binding affinity value. This is MHC class I binding data. From a dataset of Peptide-MHC class I binding affinity with 185,985 pairs from IEDB/IMGT. (1) The peptide sequence is RVAVNKSNK. The MHC is HLA-A31:01 with pseudo-sequence HLA-A31:01. The binding affinity (normalized) is 0.625. (2) The peptide sequence is GPDIYKGVY. The MHC is H-2-Kb with pseudo-sequence H-2-Kb. The binding affinity (normalized) is 0.698. (3) The peptide sequence is LLKTRFRGL. The MHC is HLA-A80:01 with pseudo-sequence HLA-A80:01. The binding affinity (normalized) is 0.0847. (4) The binding affinity (normalized) is 0.321. The MHC is H-2-Db with pseudo-sequence H-2-Db. The peptide sequence is LTILNWIVI. (5) The peptide sequence is RLLAPITAY. The MHC is HLA-A03:01 with pseudo-sequence HLA-A03:01. The binding affinity (normalized) is 0.872. (6) The peptide sequence is VPEFAKQYVL. The MHC is HLA-B54:01 with pseudo-sequence HLA-B54:01. The binding affinity (normalized) is 0.304.